This data is from Reaction yield outcomes from USPTO patents with 853,638 reactions. The task is: Predict the reaction yield, written as a fraction of the theoretical maximum amount of product (1.0 means a 100% yield; for example, 0.34 means a 34% yield). (1) The reactants are [OH:1][NH:2][C:3]([C:5]1[CH:10]=[CH:9][CH:8]=[CH:7][N:6]=1)=[NH:4].[CH3:11][N:12]([CH3:23])[C:13]1[CH:14]=[C:15]([OH:22])[C:16](=[CH:20][CH:21]=1)[C:17](O)=O. No catalyst specified. The product is [CH3:11][N:12]([CH3:23])[C:13]1[CH:21]=[CH:20][C:16]([C:17]2[O:1][N:2]=[C:3]([C:5]3[CH:10]=[CH:9][CH:8]=[CH:7][N:6]=3)[N:4]=2)=[C:15]([OH:22])[CH:14]=1. The yield is 0.250. (2) The catalyst is O. The reactants are Br[C:2]1[CH:7]=[CH:6][C:5](Br)=[CH:4][CH:3]=1.C([Sn](CCCC)(CCCC)[C:14]1[O:15][CH:16]=[CH:17][CH:18]=1)CCC. The yield is 0.910. The product is [O:15]1[CH:16]=[CH:17][CH:18]=[C:14]1[C:2]1[CH:7]=[CH:6][C:5]([C:16]2[O:15][CH:14]=[CH:18][CH:17]=2)=[CH:4][CH:3]=1. (3) The catalyst is C(O)CO. The reactants are [C:1]([CH2:4][CH2:5][C:6]1[C:7]([CH3:26])=[C:8](C(O)=O)[NH:9][C:10]=1[CH:11]=[C:12]1[C:20]2[C:15](=[CH:16][CH:17]=[CH:18][C:19]=2[CH3:21])[NH:14][C:13]1=[O:22])([OH:3])=[O:2].[OH-].[K+].O.Cl. The yield is 0.440. The product is [CH3:21][C:19]1[CH:18]=[CH:17][CH:16]=[C:15]2[C:20]=1[C:12](=[CH:11][C:10]1[NH:9][CH:8]=[C:7]([CH3:26])[C:6]=1[CH2:5][CH2:4][C:1]([OH:3])=[O:2])[C:13](=[O:22])[NH:14]2. (4) The catalyst is O1CCCC1. The reactants are [CH3:1][C:2]1[CH:7]=[C:6]([C:8]([OH:17])([C:13]([F:16])([F:15])[F:14])[C:9]([F:12])([F:11])[F:10])[CH:5]=[C:4]([CH3:18])[C:3]=1[NH:19][C:20](=[O:28])[C:21]1[CH:26]=[CH:25][CH:24]=[C:23]([NH2:27])[CH:22]=1.[C:29](Cl)(=[O:36])[C:30]1[CH:35]=[CH:34][CH:33]=[CH:32][CH:31]=1.N1C=CC=CC=1. The product is [CH3:1][C:2]1[CH:7]=[C:6]([C:8]([OH:17])([C:13]([F:14])([F:15])[F:16])[C:9]([F:12])([F:11])[F:10])[CH:5]=[C:4]([CH3:18])[C:3]=1[NH:19][C:20](=[O:28])[C:21]1[CH:26]=[CH:25][CH:24]=[C:23]([NH:27][C:29](=[O:36])[C:30]2[CH:35]=[CH:34][CH:33]=[CH:32][CH:31]=2)[CH:22]=1. The yield is 0.850.